This data is from Full USPTO retrosynthesis dataset with 1.9M reactions from patents (1976-2016). The task is: Predict the reactants needed to synthesize the given product. (1) Given the product [Cl:10][C:11]1[CH:16]=[CH:15][C:14]([C:2]2[CH:9]=[CH:8][C:5]([NH:6][CH3:7])=[CH:4][CH:3]=2)=[CH:13][CH:12]=1, predict the reactants needed to synthesize it. The reactants are: Br[C:2]1[CH:9]=[CH:8][C:5]([NH:6][CH3:7])=[CH:4][CH:3]=1.[Cl:10][C:11]1[CH:16]=[CH:15][C:14](B(O)O)=[CH:13][CH:12]=1.C([O-])([O-])=O.[K+].[K+].O. (2) The reactants are: [CH2:1]([O:8][C:9]([O:11]N1C(=O)CCC1=O)=O)[C:2]1[CH:7]=[CH:6][CH:5]=[CH:4][CH:3]=1.[CH3:19][NH:20][CH2:21][C:22]1[NH:23][C:24]2[C:29]([CH:30]=1)=[CH:28][CH:27]=[CH:26][CH:25]=2.C(N(CC)CC)C. Given the product [CH2:1]([O:8][C:9]([N:20]([CH2:21][C:22]1[NH:23][C:24]2[C:29]([CH:30]=1)=[CH:28][CH:27]=[CH:26][CH:25]=2)[CH3:19])=[O:11])[C:2]1[CH:3]=[CH:4][CH:5]=[CH:6][CH:7]=1, predict the reactants needed to synthesize it.